From a dataset of Forward reaction prediction with 1.9M reactions from USPTO patents (1976-2016). Predict the product of the given reaction. (1) Given the reactants [BH4-].[Na+].[CH2:3]([NH:5][C:6]([C:8]1[C:12]([NH:13][CH2:14][C:15]2[O:19][N:18]=[C:17]([C:20](OC)=[O:21])[CH:16]=2)=[C:11]([C:24]2[CH:29]=[C:28]([Cl:30])[C:27]([OH:31])=[CH:26][C:25]=2[OH:32])[O:10][N:9]=1)=[O:7])[CH3:4].Cl, predict the reaction product. The product is: [OH:21][CH2:20][C:17]1[CH:16]=[C:15]([CH2:14][NH:13][C:12]2[C:8]([C:6]([NH:5][CH2:3][CH3:4])=[O:7])=[N:9][O:10][C:11]=2[C:24]2[CH:29]=[C:28]([Cl:30])[C:27]([OH:31])=[CH:26][C:25]=2[OH:32])[O:19][N:18]=1. (2) Given the reactants Cl.[F:2][C:3]([F:26])([F:25])[C:4]1[CH:5]=[C:6]([CH:18]=[C:19]([C:21]([F:24])([F:23])[F:22])[CH:20]=1)[CH2:7][O:8][C:9]1[CH:10]=[C:11]2[C:15](=[CH:16][CH:17]=1)[NH:14][CH2:13][CH2:12]2.[NH:27]([C:40]([O:42][C:43]([CH3:46])([CH3:45])[CH3:44])=[O:41])[C@@H:28]([C:37](O)=[O:38])[CH2:29][C:30](=[O:36])[O:31][C:32]([CH3:35])([CH3:34])[CH3:33].CCN=C=NCCCN(C)C.Cl.C1C=CC2N(O)N=NC=2C=1, predict the reaction product. The product is: [C:32]([O:31][C:30](=[O:36])[CH2:29][C@@H:28]([NH:27][C:40]([O:42][C:43]([CH3:46])([CH3:45])[CH3:44])=[O:41])[C:37](=[O:38])[N:14]1[C:15]2[C:11](=[CH:10][C:9]([O:8][CH2:7][C:6]3[CH:18]=[C:19]([C:21]([F:24])([F:22])[F:23])[CH:20]=[C:4]([C:3]([F:2])([F:25])[F:26])[CH:5]=3)=[CH:17][CH:16]=2)[CH2:12][CH2:13]1)([CH3:35])([CH3:34])[CH3:33]. (3) Given the reactants [Br:1][C:2]1[C:3]([F:13])=[CH:4][CH:5]=[C:6]2[C:11]=1[NH:10][C:9](=[O:12])[CH:8]=[CH:7]2.[C:14](=O)([O-])[O-].[K+].[K+].CI, predict the reaction product. The product is: [Br:1][C:2]1[C:3]([F:13])=[CH:4][CH:5]=[C:6]2[C:11]=1[N:10]=[C:9]([O:12][CH3:14])[CH:8]=[CH:7]2.